This data is from Full USPTO retrosynthesis dataset with 1.9M reactions from patents (1976-2016). The task is: Predict the reactants needed to synthesize the given product. (1) Given the product [OH:27][C:11]1[CH:12]=[C:13]([CH:14]=[CH:15][C:10]=1[N:5]1[CH2:6][C:7](=[O:8])[NH:1][S:2]1(=[O:4])=[O:3])[O:16][CH2:17][C:18]([OH:19])=[O:26], predict the reactants needed to synthesize it. The reactants are: [NH2:1][S:2]([N:5]([C:10]1[CH:15]=[CH:14][C:13]([O:16][CH2:17][C:18](=[O:26])[O:19]CC[Si](C)(C)C)=[CH:12][C:11]=1[O:27]CC1C=CC=CC=1)[CH2:6][C:7](O)=[O:8])(=[O:4])=[O:3].CC(C)([O-])C.[K+]. (2) Given the product [CH3:1][O:2][C:3](=[O:21])[C:4]1[C:9]([CH2:23][CH3:24])=[CH:8][C:7]([C:11]2[C:16]([CH2:17][CH3:18])=[CH:15][CH:14]=[CH:13][C:12]=2[CH2:19][CH3:20])=[N:6][CH:5]=1, predict the reactants needed to synthesize it. The reactants are: [CH3:1][O:2][C:3](=[O:21])[C:4]1[C:9](Cl)=[CH:8][C:7]([C:11]2[C:16]([CH2:17][CH3:18])=[CH:15][CH:14]=[CH:13][C:12]=2[CH2:19][CH3:20])=[N:6][CH:5]=1.B(CC)(CC)[CH2:23][CH3:24].C([O-])([O-])=O.[Na+].[Na+].CCCCCC. (3) The reactants are: [CH3:1][C:2]([C:6]1[CH:11]=[CH:10][C:9]([CH2:12][C:13]2[C:22]3[C:17](=[CH:18][CH:19]=[C:20](B4OC(C)(C)C(C)(C)O4)[CH:21]=3)[N:16]=[CH:15][C:14]=2[N+:32]([O-:34])=[O:33])=[CH:8][CH:7]=1)([CH3:5])[C:3]#[N:4].I[C:36]1[C:44]2[C:39](=[CH:40][CH:41]=[CH:42][CH:43]=2)[NH:38][N:37]=1.C([O-])([O-])=O.[Na+].[Na+]. Given the product [N+:32]([C:14]1[CH:15]=[N:16][C:17]2[C:22]([C:13]=1[CH2:12][C:9]1[CH:10]=[CH:11][C:6]([C:2]([CH3:1])([CH3:5])[C:3]#[N:4])=[CH:7][CH:8]=1)=[CH:21][C:20]([C:36]1[C:44]3[C:39](=[CH:40][CH:41]=[CH:42][CH:43]=3)[NH:38][N:37]=1)=[CH:19][CH:18]=2)([O-:34])=[O:33], predict the reactants needed to synthesize it. (4) Given the product [Br:3][C:4]1[CH:13]=[CH:12][C:7]([C:8]([OH:10])=[O:9])=[CH:6][C:5]=1[O:14][CH:15]([CH3:17])[CH3:16], predict the reactants needed to synthesize it. The reactants are: [OH-].[Li+].[Br:3][C:4]1[CH:13]=[CH:12][C:7]([C:8]([O:10]C)=[O:9])=[CH:6][C:5]=1[O:14][CH:15]([CH3:17])[CH3:16].Cl. (5) Given the product [CH3:17][C:14]1[S:13][C:12]([NH:11][S:8]([C:5]2[CH:6]=[CH:7][C:2]([NH:1][C:18](=[O:28])[CH2:19][CH2:20][CH2:21][CH2:22][CH2:23][CH2:24][CH2:25][CH2:26][CH3:27])=[CH:3][CH:4]=2)(=[O:10])=[O:9])=[N:16][N:15]=1, predict the reactants needed to synthesize it. The reactants are: [NH2:1][C:2]1[CH:7]=[CH:6][C:5]([S:8]([NH:11][C:12]2[S:13][C:14]([CH3:17])=[N:15][N:16]=2)(=[O:10])=[O:9])=[CH:4][CH:3]=1.[C:18](Cl)(=[O:28])[CH2:19][CH2:20][CH2:21][CH2:22][CH2:23][CH2:24][CH2:25][CH2:26][CH3:27].Cl. (6) Given the product [C:8]([C:7]1[C:2]([NH:25][C:26]2[CH:27]=[N:28][CH:29]=[C:30]([F:32])[CH:31]=2)=[N:3][C:4]([NH:10][C@@H:11]2[CH2:16][CH2:15][CH2:14][CH2:13][C@@H:12]2[NH:17][C:18](=[O:24])[O:19][C:20]([CH3:23])([CH3:22])[CH3:21])=[N:5][CH:6]=1)#[N:9], predict the reactants needed to synthesize it. The reactants are: Cl[C:2]1[C:7]([C:8]#[N:9])=[CH:6][N:5]=[C:4]([NH:10][C@@H:11]2[CH2:16][CH2:15][CH2:14][CH2:13][C@@H:12]2[NH:17][C:18](=[O:24])[O:19][C:20]([CH3:23])([CH3:22])[CH3:21])[N:3]=1.[NH2:25][C:26]1[CH:27]=[N:28][CH:29]=[C:30]([F:32])[CH:31]=1.C([O-])([O-])=O.[Cs+].[Cs+]. (7) Given the product [Cl:20][C:17]1[CH:18]=[CH:19][C:14]2[N+:13]([O-:21])=[N:12][C:11](=[O:22])[N:10]([CH2:9][CH2:8][N:5]3[CH2:4][CH2:3][CH:2]([NH:1][CH2:34][C:32]4[CH:31]=[CH:30][C:27]5[O:28][CH2:29][C:24](=[O:23])[NH:25][C:26]=5[N:33]=4)[CH2:7][CH2:6]3)[C:15]=2[CH:16]=1, predict the reactants needed to synthesize it. The reactants are: [NH2:1][CH:2]1[CH2:7][CH2:6][N:5]([CH2:8][CH2:9][N:10]2[C:15]3[CH:16]=[C:17]([Cl:20])[CH:18]=[CH:19][C:14]=3[N+:13]([O-:21])=[N:12][C:11]2=[O:22])[CH2:4][CH2:3]1.[O:23]=[C:24]1[CH2:29][O:28][C:27]2[CH:30]=[CH:31][C:32]([CH:34]=O)=[N:33][C:26]=2[NH:25]1.C(O[BH3-])(=O)C.[Na+].CO. (8) Given the product [CH3:1][C:2]1[C:3]([C:21](=[O:27])[C:22]([O:24][CH2:25][CH3:26])=[O:23])=[C:4]([O:13][S:14]([C:17]([F:18])([F:19])[F:20])(=[O:16])=[O:15])[C:5]2[C:10]([CH:11]=1)=[CH:9][C:8]([CH3:12])=[CH:7][CH:6]=2, predict the reactants needed to synthesize it. The reactants are: [CH3:1][C:2]1[C:3]([CH:21]([OH:27])[C:22]([O:24][CH2:25][CH3:26])=[O:23])=[C:4]([O:13][S:14]([C:17]([F:20])([F:19])[F:18])(=[O:16])=[O:15])[C:5]2[C:10]([CH:11]=1)=[CH:9][C:8]([CH3:12])=[CH:7][CH:6]=2.CC(OI1(OC(C)=O)(OC(C)=O)OC(=O)C2C=CC=CC1=2)=O.C([O-])(O)=O.[Na+].[O-]S([O-])(=S)=O.[Na+].[Na+]. (9) Given the product [NH2:56][C:53]1[N:54]=[CH:55][C:50]([C:49]#[C:48][C:22]2[CH:21]=[CH:20][C:19]([F:25])=[C:18]([C@:15]3([CH3:17])[CH2:14][C@@H:13]([C:26]([F:29])([F:27])[F:28])[O:12][C:11]([NH:10][C:9]([C:36]4[CH:37]=[CH:38][C:39]([O:42][CH3:43])=[CH:40][CH:41]=4)([C:6]4[CH:7]=[CH:8][C:3]([O:2][CH3:1])=[CH:4][CH:5]=4)[C:30]4[CH:31]=[CH:32][CH:33]=[CH:34][CH:35]=4)=[N:16]3)[CH:23]=2)=[CH:51][N:52]=1, predict the reactants needed to synthesize it. The reactants are: [CH3:1][O:2][C:3]1[CH:8]=[CH:7][C:6]([C:9]([C:36]2[CH:41]=[CH:40][C:39]([O:42][CH3:43])=[CH:38][CH:37]=2)([C:30]2[CH:35]=[CH:34][CH:33]=[CH:32][CH:31]=2)[NH:10][C:11]2[O:12][C@H:13]([C:26]([F:29])([F:28])[F:27])[CH2:14][C@:15]([C:18]3[CH:23]=[C:22](I)[CH:21]=[CH:20][C:19]=3[F:25])([CH3:17])[N:16]=2)=[CH:5][CH:4]=1.C[Si]([C:48]#[C:49][C:50]1[CH:51]=[N:52][C:53]([NH2:56])=[N:54][CH:55]=1)(C)C.